This data is from Full USPTO retrosynthesis dataset with 1.9M reactions from patents (1976-2016). The task is: Predict the reactants needed to synthesize the given product. (1) Given the product [O:8]([C:3]1[CH:4]=[CH:5][CH:6]=[CH:7][C:2]=1[N:15]1[CH2:20][CH2:19][NH:18][CH2:17][CH2:16]1)[C:9]1[CH:14]=[CH:13][CH:12]=[CH:11][CH:10]=1, predict the reactants needed to synthesize it. The reactants are: Br[C:2]1[CH:7]=[CH:6][CH:5]=[CH:4][C:3]=1[O:8][C:9]1[CH:14]=[CH:13][CH:12]=[CH:11][CH:10]=1.[NH:15]1[CH2:20][CH2:19][NH:18][CH2:17][CH2:16]1. (2) Given the product [CH3:1][O:2][C:3](=[O:16])[C:4]1[CH:9]=[CH:8][C:7]([CH2:10][Br:42])=[CH:6][C:5]=1[O:11][CH2:12][CH2:13][CH2:14][CH3:15], predict the reactants needed to synthesize it. The reactants are: [CH3:1][O:2][C:3](=[O:16])[C:4]1[CH:9]=[CH:8][C:7]([CH3:10])=[CH:6][C:5]=1[O:11][CH2:12][CH2:13][CH2:14][CH3:15].C(OOC(=O)C1C=CC=CC=1)(=O)C1C=CC=CC=1.C1C(=O)N([Br:42])C(=O)C1. (3) Given the product [CH3:1][O:2][C:3]1[CH:4]=[C:5]2[C:10](=[CH:11][C:12]=1[O:13][CH3:14])[N:9]=[CH:8][CH:7]=[C:6]2[O:15][C:16]1[CH:22]=[CH:21][C:19]([NH:20][C:36]([NH:51][CH:49]([C:45]2[S:44][CH:48]=[CH:47][N:46]=2)[CH3:50])=[O:42])=[C:18]([O:23][CH3:24])[CH:17]=1, predict the reactants needed to synthesize it. The reactants are: [CH3:1][O:2][C:3]1[CH:4]=[C:5]2[C:10](=[CH:11][C:12]=1[O:13][CH3:14])[N:9]=[CH:8][CH:7]=[C:6]2[O:15][C:16]1[CH:22]=[CH:21][C:19]([NH2:20])=[C:18]([O:23][CH3:24])[CH:17]=1.C(N(CC)CC)C.ClC(Cl)(O[C:36](=[O:42])OC(Cl)(Cl)Cl)Cl.[S:44]1[CH:48]=[CH:47][N:46]=[C:45]1[CH:49]([NH2:51])[CH3:50]. (4) The reactants are: [Br:1][C:2]1[CH:7]=[CH:6][C:5]([C:8](=O)[CH2:9][C:10]2[CH:15]=[CH:14][CH:13]=[CH:12][CH:11]=2)=[CH:4][CH:3]=1.[CH2:17]([O:19][C:20]1[CH:21]=[C:22]([CH:25]=[C:26]([N+:29]([O-:31])=[O:30])[C:27]=1[OH:28])[CH:23]=O)[CH3:18].[NH2:32][C:33]([NH2:35])=[O:34].Cl. Given the product [Br:1][C:2]1[CH:7]=[CH:6][C:5]([C:8]2[NH:35][C:33](=[O:34])[NH:32][CH:23]([C:22]3[CH:25]=[C:26]([N+:29]([O-:31])=[O:30])[C:27]([OH:28])=[C:20]([O:19][CH2:17][CH3:18])[CH:21]=3)[C:9]=2[C:10]2[CH:15]=[CH:14][CH:13]=[CH:12][CH:11]=2)=[CH:4][CH:3]=1, predict the reactants needed to synthesize it. (5) Given the product [C:63]([O:43][C:41]([C@@H:40]([CH2:44][CH2:45][CH2:46][CH2:47][CH2:48][CH:49]=[CH2:50])[C:19]([N:15]1[C@H:14]([C:12]([NH:11][C@:6]2([C:4]([O:3][CH2:1][CH3:2])=[O:5])[CH2:8][C@H:7]2[CH:9]=[CH2:10])=[O:13])[CH2:18][CH2:17][CH2:16]1)=[O:21])=[O:42])([CH3:62])([CH3:64])[CH3:27], predict the reactants needed to synthesize it. The reactants are: [CH2:1]([O:3][C:4]([C@@:6]1([NH:11][C:12]([C@@H:14]2[CH2:18][CH2:17][CH2:16][N:15]2[C:19]([O:21]C(C)(C)C)=O)=[O:13])[CH2:8][C@H:7]1[CH:9]=[CH2:10])=[O:5])[CH3:2].O1CCOC[CH2:27]1.C(OC(N[C@@H:40]([CH2:44][CH2:45][CH2:46][CH2:47][CH2:48][CH:49]=[CH2:50])[C:41]([OH:43])=[O:42])=O)(C)(C)C.CN(C(ON1N=NC2[CH:62]=[CH:63][CH:64]=NC1=2)=[N+](C)C)C.F[P-](F)(F)(F)(F)F.CCN(C(C)C)C(C)C. (6) Given the product [CH2:18]([N:7]1[C:8]2[C:4](=[CH:3][C:2]([Cl:1])=[CH:10][CH:9]=2)[CH:5]=[C:6]1[C:11](=[O:15])[CH:12]([CH3:13])[CH3:14])[C:19]1[CH:24]=[CH:23][CH:22]=[CH:21][CH:20]=1, predict the reactants needed to synthesize it. The reactants are: [Cl:1][C:2]1[CH:3]=[C:4]2[C:8](=[CH:9][CH:10]=1)[NH:7][C:6]([C:11](=[O:15])[CH:12]([CH3:14])[CH3:13])=[CH:5]2.[OH-].[K+].[CH2:18](Br)[C:19]1[CH:24]=[CH:23][CH:22]=[CH:21][CH:20]=1.O. (7) The reactants are: [Cl:1][C:2]1[CH:3]=[C:4]([CH:6]=[C:7]([Cl:9])[CH:8]=1)[NH2:5].[CH2:10]([C:12](=O)[C:13]([O-:15])=[O:14])[CH3:11].[F:17][C:18]1[CH:19]=[C:20]([CH:23]=[CH:24][CH:25]=1)C=C.FC(F)(F)C(O)=O.[OH-].[Na+]. Given the product [Cl:1][C:2]1[CH:8]=[C:7]([Cl:9])[CH:6]=[C:4]2[C:3]=1[CH:11]([C:24]1[CH:23]=[CH:20][CH:19]=[C:18]([F:17])[CH:25]=1)[CH2:10][CH:12]([C:13]([OH:15])=[O:14])[NH:5]2, predict the reactants needed to synthesize it. (8) Given the product [CH2:22]([N:12]1[C:11](=[O:13])[CH2:10][O:9][C:8]2[CH:14]=[C:4]([N+:1]([O-:3])=[O:2])[CH:5]=[CH:6][C:7]1=2)[CH3:23], predict the reactants needed to synthesize it. The reactants are: [N+:1]([C:4]1[CH:5]=[CH:6][C:7]2[NH:12][C:11](=[O:13])[CH2:10][O:9][C:8]=2[CH:14]=1)([O-:3])=[O:2].C(=O)([O-])[O-].[K+].[K+].I[CH2:22][CH3:23].O. (9) Given the product [CH2:7]([O:9][C:10]([C:12]1([CH3:18])[CH2:17][CH2:16][N:15]([CH2:41][C:38]2[CH:37]=[CH:36][C:35]([C:32]3[N:31]=[C:30]([C:22]4[CH:23]=[CH:24][C:25]([CH2:26][CH:27]([CH3:28])[CH3:29])=[C:20]([Cl:19])[CH:21]=4)[O:34][N:33]=3)=[CH:40][CH:39]=2)[CH2:14][CH2:13]1)=[O:11])[CH3:8], predict the reactants needed to synthesize it. The reactants are: C(=O)([O-])[O-].[K+].[K+].[CH2:7]([O:9][C:10]([C:12]1([CH3:18])[CH2:17][CH2:16][NH:15][CH2:14][CH2:13]1)=[O:11])[CH3:8].[Cl:19][C:20]1[CH:21]=[C:22]([C:30]2[O:34][N:33]=[C:32]([C:35]3[CH:40]=[CH:39][C:38]([CH2:41]Cl)=[CH:37][CH:36]=3)[N:31]=2)[CH:23]=[CH:24][C:25]=1[CH2:26][CH:27]([CH3:29])[CH3:28]. (10) Given the product [F:31][C:30]1[C:25]([B:13]([C:12]2[C:7]([F:6])=[C:8]([F:39])[C:9]([F:38])=[C:10]([F:37])[C:11]=2[F:36])[C:14]2[C:15]([F:24])=[C:16]([F:23])[C:17]([F:22])=[C:18]([F:21])[C:19]=2[F:20])=[C:26]([F:35])[C:27]([F:34])=[C:28]([F:33])[C:29]=1[F:32].[F:31][C:30]1[C:25]([B:13]([C:12]2[C:7]([F:6])=[C:8]([F:39])[C:9]([F:38])=[C:10]([F:37])[C:11]=2[F:36])[C:14]2[C:15]([F:24])=[C:16]([F:23])[C:17]([F:22])=[C:18]([F:21])[C:19]=2[F:20])=[C:26]([F:35])[C:27]([F:34])=[C:28]([F:33])[C:29]=1[F:32].[CH2:60]([NH+:58]([CH2:40][CH2:41][CH2:42][CH2:43][CH2:44][CH2:45][CH2:46][CH2:47][CH2:48][CH2:49][CH2:50][CH2:51][CH2:52][CH2:53][CH2:54][CH2:55][CH2:56][CH3:57])[CH3:59])[CH2:61][CH2:62][CH2:63][CH2:64][CH2:65][CH2:66][CH2:67][CH2:68][CH2:69][CH2:70][CH2:71][CH2:72][CH2:73][CH2:74][CH2:75][CH2:76][CH3:77].[NH:1]1[CH:5]=[N:4][C-:3]=[N:2]1, predict the reactants needed to synthesize it. The reactants are: [NH:1]1[CH:5]=[N:4][CH:3]=[N:2]1.[F:6][C:7]1[C:12]([B:13]([C:25]2[C:30]([F:31])=[C:29]([F:32])[C:28]([F:33])=[C:27]([F:34])[C:26]=2[F:35])[C:14]2[C:19]([F:20])=[C:18]([F:21])[C:17]([F:22])=[C:16]([F:23])[C:15]=2[F:24])=[C:11]([F:36])[C:10]([F:37])=[C:9]([F:38])[C:8]=1[F:39].[CH2:40]([N:58]([CH2:60][CH2:61][CH2:62][CH2:63][CH2:64][CH2:65][CH2:66][CH2:67][CH2:68][CH2:69][CH2:70][CH2:71][CH2:72][CH2:73][CH2:74][CH2:75][CH2:76][CH3:77])[CH3:59])[CH2:41][CH2:42][CH2:43][CH2:44][CH2:45][CH2:46][CH2:47][CH2:48][CH2:49][CH2:50][CH2:51][CH2:52][CH2:53][CH2:54][CH2:55][CH2:56][CH3:57].